From a dataset of Reaction yield outcomes from USPTO patents with 853,638 reactions. Predict the reaction yield, written as a fraction of the theoretical maximum amount of product (1.0 means a 100% yield; for example, 0.34 means a 34% yield). (1) The reactants are [NH:1]1[CH2:7][CH2:6][CH2:5][NH:4][CH2:3][CH2:2]1.Br[C:9]1[CH:14]=[CH:13][C:12]([Br:15])=[CH:11][N:10]=1.C(=O)([O-])[O-].[K+].[K+].O. The catalyst is CN(C)C=O. The product is [Br:15][C:12]1[CH:13]=[CH:14][C:9]([N:1]2[CH2:7][CH2:6][CH2:5][N:4]([C:9]3[CH:14]=[CH:13][C:12]([Br:15])=[CH:11][N:10]=3)[CH2:3][CH2:2]2)=[N:10][CH:11]=1. The yield is 0.660. (2) The reactants are Br[C:2]1[CH:7]=[CH:6][C:5]([S:8]([NH:11][C:12]2[S:16][N:15]=[CH:14][N:13]=2)(=[O:10])=[O:9])=[CH:4][CH:3]=1.[NH:17]1[CH2:21][CH2:20][C@@H:19]([NH:22][C:23](=[O:29])[O:24][C:25]([CH3:28])([CH3:27])[CH3:26])[CH2:18]1.C1(C2C=CC=CC=2)C=CC=CC=1P(C(C)(C)C)C(C)(C)C.CC(C)([O-])C.[Na+]. The catalyst is C1C=CC(/C=C/C(/C=C/C2C=CC=CC=2)=O)=CC=1.C1C=CC(/C=C/C(/C=C/C2C=CC=CC=2)=O)=CC=1.C1C=CC(/C=C/C(/C=C/C2C=CC=CC=2)=O)=CC=1.[Pd].[Pd].C1(C)C=CC=CC=1. The product is [C:25]([O:24][C:23](=[O:29])[NH:22][C@@H:19]1[CH2:20][CH2:21][N:17]([C:2]2[CH:7]=[CH:6][C:5]([S:8](=[O:10])(=[O:9])[NH:11][C:12]3[S:16][N:15]=[CH:14][N:13]=3)=[CH:4][CH:3]=2)[CH2:18]1)([CH3:28])([CH3:26])[CH3:27]. The yield is 0.210. (3) The reactants are O.C1(C)C(S(O)(=O)=O)=CC=CC=1.C(OC([NH:20][C@@H:21]([CH2:37][CH:38]1[CH2:43][CH2:42][CH2:41][CH2:40][CH2:39]1)[CH2:22][N:23]([CH2:33][CH2:34][CH2:35][CH3:36])[C:24]([O:26][CH2:27][CH2:28][Si:29]([CH3:32])([CH3:31])[CH3:30])=[O:25])=O)(C)(C)C. The catalyst is CCO.CCOCC. The product is [NH2:20][C@@H:21]([CH2:37][CH:38]1[CH2:39][CH2:40][CH2:41][CH2:42][CH2:43]1)[CH2:22][N:23]([CH2:33][CH2:34][CH2:35][CH3:36])[C:24]([O:26][CH2:27][CH2:28][Si:29]([CH3:32])([CH3:30])[CH3:31])=[O:25]. The yield is 0.980.